This data is from Catalyst prediction with 721,799 reactions and 888 catalyst types from USPTO. The task is: Predict which catalyst facilitates the given reaction. Product: [Cl:8][CH2:7][C:6]([C:9]1[O:10][CH:11]=[CH:12][CH:13]=1)=[O:5]. The catalyst class is: 10. Reactant: C([Si](C(C)C)(C(C)C)[O:5][C:6]([C:9]1[O:10][CH:11]=[CH:12][CH:13]=1)=[CH:7][Cl:8])(C)C.C([O-])(O)=O.[Na+].C(Cl)Cl.